From a dataset of Serine/threonine kinase 33 screen with 319,792 compounds. Binary Classification. Given a drug SMILES string, predict its activity (active/inactive) in a high-throughput screening assay against a specified biological target. (1) The molecule is S=C1N(C(=O)/C(=C/c2oc(N3CCCCC3)cc2)C(=O)N1)C. The result is 0 (inactive). (2) The compound is n1(nc(cc1C)C)c1ncnc2c1cccc2. The result is 0 (inactive). (3) The compound is O(CC(=O)NC1CCCCC1)c1ccc(n2nnnc2)cc1. The result is 0 (inactive). (4) The molecule is S(=O)(=O)(N(CC(=O)N1CCN(CC1)c1c(OC)cccc1)CCc1ccccc1)C. The result is 0 (inactive). (5) The compound is O=C(NCCC)C12C(C(CC1)(c1nc3c(nc21)cc(c(c3)C)C)C)(C)C. The result is 0 (inactive). (6) The result is 0 (inactive). The molecule is S(c1n(c2ccccc2)c(O)cc(=O)n1)CC(=O)Nc1ncccc1. (7) The molecule is Clc1ccc(C2C(CN(C2)C)C(=O)c2sccc2)cc1. The result is 0 (inactive). (8) The molecule is O1CCN(CC1)Cc1ccc(NC(=O)c2cc3c(cc2OC)cccc3)cc1. The result is 0 (inactive). (9) The drug is S1C2(N(C(C1)C(=O)NNC(=O)c1cc(OC)c(OC)c(OC)c1)C(=O)CC2)C. The result is 0 (inactive).